This data is from Reaction yield outcomes from USPTO patents with 853,638 reactions. The task is: Predict the reaction yield, written as a fraction of the theoretical maximum amount of product (1.0 means a 100% yield; for example, 0.34 means a 34% yield). (1) The reactants are [NH2:1][C:2]1[CH:3]=[C:4]([OH:12])[C:5](=[CH:10][CH:11]=1)[C:6]([O:8][CH3:9])=[O:7].[Br:13][C:14]1[CH:15]=[C:16]([S:21](Cl)(=[O:23])=[O:22])[CH:17]=[N:18][C:19]=1[Cl:20]. No catalyst specified. The product is [Br:13][C:14]1[CH:15]=[C:16]([S:21]([NH:1][C:2]2[CH:11]=[CH:10][C:5]([C:6]([O:8][CH3:9])=[O:7])=[C:4]([OH:12])[CH:3]=2)(=[O:23])=[O:22])[CH:17]=[N:18][C:19]=1[Cl:20]. The yield is 0.410. (2) The reactants are Br[C:2]1[CH:3]=[C:4]([N:8]2[C:16]3[CH2:15][CH2:14][N:13]([S:17]([CH3:19])=[O:18])[CH2:12][C:11]=3[C:10]([C:20]([O:22][CH2:23][CH3:24])=[O:21])=[N:9]2)[CH:5]=[CH:6][CH:7]=1.[C:25]([C@:27]1([OH:34])[CH2:31][CH2:30][N:29]([CH3:32])[C:28]1=[O:33])#[CH:26]. No catalyst specified. The product is [OH:34][C@@:27]1([C:25]#[C:26][C:2]2[CH:3]=[C:4]([N:8]3[C:16]4[CH2:15][CH2:14][N:13]([S:17]([CH3:19])=[O:18])[CH2:12][C:11]=4[C:10]([C:20]([O:22][CH2:23][CH3:24])=[O:21])=[N:9]3)[CH:5]=[CH:6][CH:7]=2)[CH2:31][CH2:30][N:29]([CH3:32])[C:28]1=[O:33]. The yield is 0.350. (3) The reactants are Br[C:2]1[N:7]=[N:6][C:5]([NH2:8])=[N:4][C:3]=1[C:9]1[CH:14]=[CH:13][CH:12]=[CH:11][CH:10]=1.[Cl:15][C:16]1[CH:17]=[C:18](B(O)O)[CH:19]=[C:20]([O:22][CH3:23])[CH:21]=1. No catalyst specified. The product is [Cl:15][C:16]1[CH:17]=[C:18]([C:2]2[N:7]=[N:6][C:5]([NH2:8])=[N:4][C:3]=2[C:9]2[CH:14]=[CH:13][CH:12]=[CH:11][CH:10]=2)[CH:19]=[C:20]([O:22][CH3:23])[CH:21]=1. The yield is 0.0900. (4) The reactants are Br[C:2]1[C:10]2[C:5](=[CH:6][CH:7]=[C:8]([C:11]3[N:15]=[CH:14][N:13](C(C4C=CC=CC=4)(C4C=CC=CC=4)C4C=CC=CC=4)[N:12]=3)[CH:9]=2)[N:4](C2CCCCO2)[N:3]=1.[F:41][C:42]([F:53])([F:52])[C:43]1[CH:48]=[CH:47][C:46](B(O)O)=[CH:45][CH:44]=1.COCCOC.P([O-])([O-])([O-])=O.[K+].[K+].[K+]. The catalyst is C(Cl)Cl. The product is [F:41][C:42]([F:53])([F:52])[C:43]1[CH:48]=[CH:47][C:46]([C:2]2[C:10]3[C:5](=[CH:6][CH:7]=[C:8]([C:11]4[NH:12][N:13]=[CH:14][N:15]=4)[CH:9]=3)[NH:4][N:3]=2)=[CH:45][CH:44]=1. The yield is 0.113. (5) The reactants are Cl[C:2]1[N:3]=[C:4]([N:24]2[CH2:29][CH2:28][O:27][CH2:26][CH2:25]2)[C:5]2[N:11]=[CH:10][C:9]([C:12]3[CH:23]=[CH:22][C:15]([C:16]([NH:18][CH:19]4[CH2:21][CH2:20]4)=[O:17])=[CH:14][CH:13]=3)=[CH:8][C:6]=2[N:7]=1.[C:30]([O:34][C:35]([NH:37][C:38]1[N:43]=[CH:42][C:41](B(O)O)=[CH:40][N:39]=1)=[O:36])([CH3:33])([CH3:32])[CH3:31].P([O-])([O-])([O-])=O.[K+].[K+].[K+].CN(C=O)C. The catalyst is C1C=CC([P]([Pd]([P](C2C=CC=CC=2)(C2C=CC=CC=2)C2C=CC=CC=2)([P](C2C=CC=CC=2)(C2C=CC=CC=2)C2C=CC=CC=2)[P](C2C=CC=CC=2)(C2C=CC=CC=2)C2C=CC=CC=2)(C2C=CC=CC=2)C2C=CC=CC=2)=CC=1.O. The product is [C:30]([O:34][C:35](=[O:36])[NH:37][C:38]1[N:43]=[CH:42][C:41]([C:2]2[N:3]=[C:4]([N:24]3[CH2:29][CH2:28][O:27][CH2:26][CH2:25]3)[C:5]3[N:11]=[CH:10][C:9]([C:12]4[CH:23]=[CH:22][C:15]([C:16](=[O:17])[NH:18][CH:19]5[CH2:21][CH2:20]5)=[CH:14][CH:13]=4)=[CH:8][C:6]=3[N:7]=2)=[CH:40][N:39]=1)([CH3:33])([CH3:31])[CH3:32]. The yield is 0.480. (6) The reactants are [NH2:1][C:2]1[N:7]=[CH:6][C:5]([C:8]2[CH:9]=[CH:10][C:11]3[O:17][CH2:16][CH2:15][N:14]([C:18]([O:20][C:21]([CH3:24])([CH3:23])[CH3:22])=[O:19])[CH2:13][C:12]=3[CH:25]=2)=[CH:4][C:3]=1[N+:26]([O-])=O. The catalyst is [Pd].CO. The product is [NH2:26][C:3]1[CH:4]=[C:5]([C:8]2[CH:9]=[CH:10][C:11]3[O:17][CH2:16][CH2:15][N:14]([C:18]([O:20][C:21]([CH3:23])([CH3:22])[CH3:24])=[O:19])[CH2:13][C:12]=3[CH:25]=2)[CH:6]=[N:7][C:2]=1[NH2:1]. The yield is 0.960. (7) The reactants are [OH:1][CH2:2][C:3]1[C:4](=[O:9])[NH:5][CH:6]=[CH:7][CH:8]=1.C(=O)([O-])[O-].[K+].[K+].I[CH2:17][CH2:18][CH2:19][CH3:20]. The catalyst is CN(C=O)C. The product is [CH2:17]([N:5]1[CH:6]=[CH:7][CH:8]=[C:3]([CH2:2][OH:1])[C:4]1=[O:9])[CH2:18][CH2:19][CH3:20]. The yield is 0.610. (8) The reactants are [C:1]([O:4][C@H:5]([CH3:27])[CH2:6][CH2:7][CH2:8][CH2:9][N:10]1[C:19](=[O:20])[C:18]2[N:17]([CH2:21][O:22][CH2:23][CH3:24])[C:16](Br)=[N:15][C:14]=2[N:13]([CH3:26])[C:11]1=[O:12])(=[O:3])[CH3:2].[I-].[Na+].[C-:30]#[N:31].[K+].O. The catalyst is CS(C)=O. The product is [C:1]([O:4][C@H:5]([CH3:27])[CH2:6][CH2:7][CH2:8][CH2:9][N:10]1[C:19](=[O:20])[C:18]2[N:17]([CH2:21][O:22][CH2:23][CH3:24])[C:16]([C:30]#[N:31])=[N:15][C:14]=2[N:13]([CH3:26])[C:11]1=[O:12])(=[O:3])[CH3:2]. The yield is 0.600. (9) The reactants are [CH3:1][S:2][CH:3]([C:5]1[CH:6]=[CH:7][C:8]([C:11]([Cl:14])([Cl:13])[Cl:12])=[N:9][CH:10]=1)[CH3:4].[N:15]#[C:16][NH2:17].C(O)(=O)C.C(O)(=O)C.IC1C=CC=CC=1. The catalyst is C1COCC1. The product is [Cl:12][C:11]([Cl:14])([Cl:13])[C:8]1[N:9]=[CH:10][C:5]([CH:3]([S:2]([CH3:1])=[N:17][C:16]#[N:15])[CH3:4])=[CH:6][CH:7]=1. The yield is 0.400.